This data is from Reaction yield outcomes from USPTO patents with 853,638 reactions. The task is: Predict the reaction yield, written as a fraction of the theoretical maximum amount of product (1.0 means a 100% yield; for example, 0.34 means a 34% yield). (1) The catalyst is ClCCl. The yield is 1.00. The reactants are [Cl:1][C:2]1[CH:3]=[C:4]([NH:16][C:17]2[C:26]3[C:21](=[CH:22][C:23]([O:38][CH2:39][CH3:40])=[C:24]([NH:27][C:28](=[O:37])/[CH:29]=[CH:30]/[C@H:31]4[CH2:35][CH2:34][CH2:33][N:32]4[CH3:36])[CH:25]=3)[N:20]=[CH:19][C:18]=2[C:41]#[N:42])[CH:5]=[CH:6][C:7]=1[O:8][CH2:9][C:10]1[CH:15]=[CH:14][CH:13]=[CH:12][N:11]=1.[C:43]([OH:51])(=[O:50])[C@H:44]([CH2:46][C:47]([OH:49])=[O:48])[OH:45]. The product is [C:43]([OH:51])(=[O:50])[C@H:44]([CH2:46][C:47]([OH:49])=[O:48])[OH:45].[Cl:1][C:2]1[CH:3]=[C:4]([NH:16][C:17]2[C:26]3[C:21](=[CH:22][C:23]([O:38][CH2:39][CH3:40])=[C:24]([NH:27][C:28](=[O:37])/[CH:29]=[CH:30]/[C@H:31]4[CH2:35][CH2:34][CH2:33][N:32]4[CH3:36])[CH:25]=3)[N:20]=[CH:19][C:18]=2[C:41]#[N:42])[CH:5]=[CH:6][C:7]=1[O:8][CH2:9][C:10]1[CH:15]=[CH:14][CH:13]=[CH:12][N:11]=1. (2) The catalyst is CO. The product is [CH3:1][O:2][C:3]([C:5]1[S:6][C:7]([Br:27])=[CH:8][C:9]=1[N:10]([C@H:11]1[CH2:12][CH2:13][C@H:14]([OH:17])[CH2:15][CH2:16]1)[C:18]([C@H:20]1[CH2:21][CH2:22][C@H:23]([CH3:26])[CH2:24][CH2:25]1)=[O:19])=[O:4]. The reactants are [CH3:1][O:2][C:3]([C:5]1[S:6][C:7]([Br:27])=[CH:8][C:9]=1[N:10]([C:18]([C@H:20]1[CH2:25][CH2:24][C@H:23]([CH3:26])[CH2:22][CH2:21]1)=[O:19])[CH:11]1[CH2:16][CH2:15][C:14](=[O:17])[CH2:13][CH2:12]1)=[O:4].[BH4-].[Na+].CCCCCC.CCOC(C)=O.Cl. The yield is 0.770. (3) The reactants are [F:1][C:2]1[CH:7]=[CH:6][C:5]([F:8])=[CH:4][C:3]=1[CH:9]([S:22]([C:25]1[CH:30]=[CH:29][C:28]([F:31])=[CH:27][CH:26]=1)(=[O:24])=[O:23])[C:10]1[C:11]([CH3:21])=[CH:12][C:13]([C:16]([NH:18][CH2:19][OH:20])=[O:17])=[N:14][CH:15]=1.[N:32]1[CH:37]=[CH:36][CH:35]=[C:34]([CH2:38]O)[CH:33]=1.O.O.C1(C)C=CC(S(O)(=O)=O)=CC=1. The catalyst is C1C=CC=CC=1. The product is [F:1][C:2]1[CH:7]=[CH:6][C:5]([F:8])=[CH:4][C:3]=1[CH:9]([S:22]([C:25]1[CH:26]=[CH:27][C:28]([F:31])=[CH:29][CH:30]=1)(=[O:24])=[O:23])[C:10]1[C:11]([CH3:21])=[CH:12][C:13]([C:16]([NH:18][CH2:19][O:20][CH2:38][C:34]2[CH:33]=[N:32][CH:37]=[CH:36][CH:35]=2)=[O:17])=[N:14][CH:15]=1. The yield is 0.250. (4) The reactants are ON1C2N=CC=CC=2N=N1.[O:11]1[CH2:16][CH2:15][CH:14]([CH2:17][NH2:18])[CH2:13][CH2:12]1.N=C=N.[Cl:22][C:23]1[CH:28]=[C:27]([Cl:29])[CH:26]=[CH:25][C:24]=1[NH:30][C:31]1[CH:39]=[C:38]([C:40]([F:43])([F:42])[F:41])[C:34]([C:35](O)=[O:36])=[CH:33][N:32]=1. The catalyst is ClCCl. The product is [Cl:22][C:23]1[CH:28]=[C:27]([Cl:29])[CH:26]=[CH:25][C:24]=1[NH:30][C:31]1[CH:39]=[C:38]([C:40]([F:43])([F:41])[F:42])[C:34]([C:35]([NH:18][CH2:17][CH:14]2[CH2:15][CH2:16][O:11][CH2:12][CH2:13]2)=[O:36])=[CH:33][N:32]=1. The yield is 0.460. (5) The reactants are [Li]CCCC.C([Mg]Br)C.Br[C:11]1[CH:12]=[C:13]2[C:17](=[CH:18][CH:19]=1)[N:16]([CH3:20])[N:15]=[CH:14]2.CN([CH:24]=[O:25])C. The catalyst is C1(C)C=CC=CC=1.C1COCC1. The product is [CH3:20][N:16]1[C:17]2[C:13](=[CH:12][C:11]([CH:24]=[O:25])=[CH:19][CH:18]=2)[CH:14]=[N:15]1. The yield is 0.760. (6) The reactants are [CH3:1][C:2]1([CH3:32])[CH2:7][C:6](=[O:8])[CH2:5][C:4]([CH3:10])([CH3:9])[P:3]1[C:11]1[CH:16]=[CH:15][CH:14]=[CH:13][C:12]=1[C:17]1[C:22]([CH:23]([CH3:25])[CH3:24])=[CH:21][C:20]([CH:26]([CH3:28])[CH3:27])=[CH:19][C:18]=1[CH:29]([CH3:31])[CH3:30].[OH:33][CH2:34][C:35]([CH3:39])([CH2:37]O)[CH3:36].O.C1(C)C=CC(S(O)(=O)=O)=CC=1. No catalyst specified. The product is [CH3:36][C:35]1([CH3:39])[CH2:34][O:33][C:6]2([CH2:7][C:2]([CH3:1])([CH3:32])[P:3]([C:11]3[CH:16]=[CH:15][CH:14]=[CH:13][C:12]=3[C:17]3[C:22]([CH:23]([CH3:24])[CH3:25])=[CH:21][C:20]([CH:26]([CH3:28])[CH3:27])=[CH:19][C:18]=3[CH:29]([CH3:31])[CH3:30])[C:4]([CH3:9])([CH3:10])[CH2:5]2)[O:8][CH2:37]1. The yield is 0.880. (7) The reactants are [ClH:1].[NH2:2][C:3]1([C:7]2[CH:12]=[CH:11][C:10]([C:13]3[C:14](=[O:31])[C:15]4[C:16]([O:23][C:24]=3[C:25]3[CH:30]=[CH:29][CH:28]=[CH:27][CH:26]=3)=[N:17][C:18]([O:21]C)=[CH:19][CH:20]=4)=[CH:9][CH:8]=2)[CH2:6][CH2:5][CH2:4]1.CO.O. The catalyst is Br.CC(O)=O. The product is [ClH:1].[NH2:2][C:3]1([C:7]2[CH:8]=[CH:9][C:10]([C:13]3[C:14](=[O:31])[C:15]4[CH:20]=[CH:19][C:18](=[O:21])[NH:17][C:16]=4[O:23][C:24]=3[C:25]3[CH:26]=[CH:27][CH:28]=[CH:29][CH:30]=3)=[CH:11][CH:12]=2)[CH2:6][CH2:5][CH2:4]1. The yield is 0.910.